Predict the product of the given reaction. From a dataset of Forward reaction prediction with 1.9M reactions from USPTO patents (1976-2016). (1) Given the reactants CC1(C)C(C)(C)OB([C:9]2[CH:14]=[CH:13][N:12]=[CH:11][CH:10]=2)O1.[CH2:16]([N:18]1[CH:22]=[C:21](I)[C:20]([C:24]2[S:25][CH:26]=[CH:27][CH:28]=2)=[N:19]1)[CH3:17].C(=O)([O-])[O-].[Na+].[Na+], predict the reaction product. The product is: [CH2:16]([N:18]1[CH:22]=[C:21]([C:9]2[CH:10]=[CH:11][N:12]=[CH:13][CH:14]=2)[C:20]([C:24]2[S:25][CH:26]=[CH:27][CH:28]=2)=[N:19]1)[CH3:17]. (2) Given the reactants [CH2:1]([C:8]1[CH:43]=[CH:42][C:11]([O:12][CH2:13][CH2:14][CH2:15][N:16]2[C:20]([CH3:21])=[CH:19][CH:18]=[C:17]2[C:22]2[CH:41]=[CH:40][C:25]([O:26][C@H:27]([CH2:33][C:34]3[CH:39]=[CH:38][CH:37]=[CH:36][CH:35]=3)[C:28]([O:30]CC)=[O:29])=[CH:24][CH:23]=2)=[CH:10][CH:9]=1)[CH2:2][CH2:3][CH2:4][CH2:5][CH2:6][CH3:7].[OH-].[K+].Cl, predict the reaction product. The product is: [CH2:1]([C:8]1[CH:9]=[CH:10][C:11]([O:12][CH2:13][CH2:14][CH2:15][N:16]2[C:20]([CH3:21])=[CH:19][CH:18]=[C:17]2[C:22]2[CH:23]=[CH:24][C:25]([O:26][C@H:27]([CH2:33][C:34]3[CH:39]=[CH:38][CH:37]=[CH:36][CH:35]=3)[C:28]([OH:30])=[O:29])=[CH:40][CH:41]=2)=[CH:42][CH:43]=1)[CH2:2][CH2:3][CH2:4][CH2:5][CH2:6][CH3:7]. (3) Given the reactants C(O)[C:2]1[CH:7]=[CH:6]C=CC=1.[CH:9]1[CH:10]=[CH:11][NH+:12]=[CH:13][CH:14]=1.[O-:15][Cr](Cl)(=O)=O.C([O:22][CH2:23]C)C, predict the reaction product. The product is: [NH2:12][C@H:11]([C:23]([OH:22])=[O:15])[CH2:10][C:9]1[CH:6]=[CH:7][CH:2]=[CH:13][CH:14]=1. (4) Given the reactants [C:1]([CH:3]([CH:7]1[C:11]([Cl:12])=[C:10](Cl)C(=O)O1)[C:4]([NH2:6])=[O:5])#[N:2].Cl.[CH3:16][S:17]([C:20]1[CH:25]=[CH:24][C:23]([C:26]([F:29])([F:28])[F:27])=[CH:22][C:21]=1[CH2:30][NH2:31])(=[O:19])=[O:18].C(=O)([O-])[O-].[K+].[K+].[OH-].[Na+], predict the reaction product. The product is: [ClH:12].[Cl:12][C:11]1[CH:7]=[C:3]([C:4]([NH2:6])=[O:5])[C:1](=[NH:2])[N:31]([CH2:30][C:21]2[CH:22]=[C:23]([C:26]([F:29])([F:27])[F:28])[CH:24]=[CH:25][C:20]=2[S:17]([CH3:16])(=[O:19])=[O:18])[CH:10]=1. (5) Given the reactants [Cl:1][C:2]1[CH:7]=[CH:6][CH:5]=[C:4]([Cl:8])[C:3]=1[CH2:9][S:10]([C:13]1[CH:14]=[C:15]2[C:19](=[CH:20][CH:21]=1)[NH:18][C:17](=[O:22])/[C:16]/2=[CH:23]\[C:24]1[NH:28][C:27]([CH3:29])=[C:26]([C:30]([OH:32])=O)[C:25]=1[CH3:33])(=[O:12])=[O:11].[CH:34]1([N:37]2[CH2:42][CH2:41][NH:40][CH2:39][CH2:38]2)[CH2:36][CH2:35]1, predict the reaction product. The product is: [CH:34]1([N:37]2[CH2:42][CH2:41][N:40]([C:30]([C:26]3[C:25]([CH3:33])=[C:24](/[CH:23]=[C:16]4\[C:17](=[O:22])[NH:18][C:19]5[C:15]\4=[CH:14][C:13]([S:10]([CH2:9][C:3]4[C:2]([Cl:1])=[CH:7][CH:6]=[CH:5][C:4]=4[Cl:8])(=[O:11])=[O:12])=[CH:21][CH:20]=5)[NH:28][C:27]=3[CH3:29])=[O:32])[CH2:39][CH2:38]2)[CH2:36][CH2:35]1.